From a dataset of Forward reaction prediction with 1.9M reactions from USPTO patents (1976-2016). Predict the product of the given reaction. (1) Given the reactants [N:1]12[CH2:8][CH2:7][C:4]([C:9]([C:18]3[CH:23]=[CH:22][CH:21]=[C:20]([F:24])[CH:19]=3)([C:11]3[CH:16]=[CH:15][CH:14]=[C:13]([F:17])[CH:12]=3)[OH:10])([CH2:5][CH2:6]1)[CH2:3][CH2:2]2.[C:25]1([CH2:31][O:32][CH2:33][CH2:34][Br:35])[CH:30]=[CH:29][CH:28]=[CH:27][CH:26]=1, predict the reaction product. The product is: [Br-:35].[F:17][C:13]1[CH:12]=[C:11]([C:9]([C:18]2[CH:23]=[CH:22][CH:21]=[C:20]([F:24])[CH:19]=2)([OH:10])[C:4]23[CH2:5][CH2:6][N+:1]([CH2:34][CH2:33][O:32][CH2:31][C:25]4[CH:30]=[CH:29][CH:28]=[CH:27][CH:26]=4)([CH2:2][CH2:3]2)[CH2:8][CH2:7]3)[CH:16]=[CH:15][CH:14]=1. (2) The product is: [OH:45][CH:27]([C:22]1[CH:23]=[CH:24][CH:25]=[CH:26][C:21]=1[N:20]1[CH2:19][CH2:18][O:17][C:16]2[CH:29]=[C:12]([S:9]([N:8]([CH2:7][C:6]3[CH:5]=[CH:4][C:3]([O:2][CH3:1])=[CH:36][CH:35]=3)[C:30]3[S:31][CH:32]=[CH:33][N:34]=3)(=[O:11])=[O:10])[CH:13]=[CH:14][C:15]1=2)[CH2:28][OH:41]. Given the reactants [CH3:1][O:2][C:3]1[CH:36]=[CH:35][C:6]([CH2:7][N:8]([C:30]2[S:31][CH:32]=[CH:33][N:34]=2)[S:9]([C:12]2[CH:13]=[CH:14][C:15]3[N:20]([C:21]4[CH:26]=[CH:25][CH:24]=[CH:23][C:22]=4[CH:27]=[CH2:28])[CH2:19][CH2:18][O:17][C:16]=3[CH:29]=2)(=[O:11])=[O:10])=[CH:5][CH:4]=1.C[N+]1([O-])CC[O:41]CC1.[OH2:45], predict the reaction product. (3) Given the reactants Cl[C:2]1[C:7]([CH:8]([CH2:13][CH2:14][CH3:15])[C:9]([O:11][CH3:12])=[O:10])=[C:6]([CH3:16])[N:5]=[C:4]([C:17]2[CH:22]=[CH:21][CH:20]=[CH:19][CH:18]=2)[N:3]=1.C(N(CC)C(C)C)(C)C.[S:32]1[CH:36]=[CH:35][C:34]2[CH:37]=[C:38](B3OC(C)(C)C(C)(C)O3)[CH:39]=[CH:40][C:33]1=2, predict the reaction product. The product is: [S:32]1[CH:36]=[CH:35][C:34]2[CH:37]=[C:38]([C:2]3[C:7]([CH:8]([CH2:13][CH2:14][CH3:15])[C:9]([O:11][CH3:12])=[O:10])=[C:6]([CH3:16])[N:5]=[C:4]([C:17]4[CH:22]=[CH:21][CH:20]=[CH:19][CH:18]=4)[N:3]=3)[CH:39]=[CH:40][C:33]1=2. (4) Given the reactants [S:1]1[C:5]2[CH:6]=[CH:7][CH:8]=[CH:9][C:4]=2[C:3]([NH:10][CH2:11][CH2:12][CH2:13][NH:14][CH2:15][C:16]2[CH:21]=[CH:20][C:19]([C:22]3[CH:27]=[CH:26][C:25]([O:28][CH3:29])=[CH:24][CH:23]=3)=[CH:18][CH:17]=2)=[N:2]1.[C:30]([O:34][C:35]([N:37]1[CH2:41][CH2:40][CH2:39][CH:38]1[CH2:42][C:43](O)=[O:44])=[O:36])([CH3:33])([CH3:32])[CH3:31].C(N(C(C)C)CC)(C)C, predict the reaction product. The product is: [S:1]1[C:5]2[CH:6]=[CH:7][CH:8]=[CH:9][C:4]=2[C:3]([NH:10][CH2:11][CH2:12][CH2:13][N:14]([CH2:15][C:16]2[CH:21]=[CH:20][C:19]([C:22]3[CH:27]=[CH:26][C:25]([O:28][CH3:29])=[CH:24][CH:23]=3)=[CH:18][CH:17]=2)[C:43](=[O:44])[CH2:42][CH:38]2[CH2:39][CH2:40][CH2:41][N:37]2[C:35]([O:34][C:30]([CH3:32])([CH3:31])[CH3:33])=[O:36])=[N:2]1.